Predict the reactants needed to synthesize the given product. From a dataset of Full USPTO retrosynthesis dataset with 1.9M reactions from patents (1976-2016). (1) Given the product [CH:31]1([C:27]2[CH:28]=[C:29]([CH3:30])[C:24]([N:21]3[CH2:22][CH2:23][N:18]([C:16]([C:13]4[CH:14]=[CH:15][C:10]([N:7]5[C@H:3]([CH2:2][OH:1])[CH2:4][CH2:5][C:6]5=[O:8])=[CH:11][C:12]=4[S:34]([CH3:37])(=[O:36])=[O:35])=[O:17])[CH2:19][CH2:20]3)=[N:25][CH:26]=2)[CH2:32][CH2:33]1, predict the reactants needed to synthesize it. The reactants are: [OH:1][CH2:2][C@H:3]1[NH:7][C:6](=[O:8])[CH2:5][CH2:4]1.Br[C:10]1[CH:15]=[CH:14][C:13]([C:16]([N:18]2[CH2:23][CH2:22][N:21]([C:24]3[C:29]([CH3:30])=[CH:28][C:27]([CH:31]4[CH2:33][CH2:32]4)=[CH:26][N:25]=3)[CH2:20][CH2:19]2)=[O:17])=[C:12]([S:34]([CH3:37])(=[O:36])=[O:35])[CH:11]=1. (2) The reactants are: Br.Br[C:3]1[C:7]([C:8]2[CH:13]=[CH:12][CH:11]=[CH:10][N:9]=2)=[N:6][NH:5][C:4]=1[NH2:14].[C:15]([N:23]=[C:24]=[S:25])(=[O:22])[C:16]1[CH:21]=[CH:20][CH:19]=[CH:18][CH:17]=1.N1C=CC=CC=1.O1CCOCC1. Given the product [N:9]1[CH:10]=[CH:11][CH:12]=[CH:13][C:8]=1[C:7]1[C:3]2[S:25][C:24]([NH:23][C:15](=[O:22])[C:16]3[CH:17]=[CH:18][CH:19]=[CH:20][CH:21]=3)=[N:14][C:4]=2[NH:5][N:6]=1, predict the reactants needed to synthesize it.